This data is from Aqueous solubility values for 9,982 compounds from the AqSolDB database. The task is: Regression/Classification. Given a drug SMILES string, predict its absorption, distribution, metabolism, or excretion properties. Task type varies by dataset: regression for continuous measurements (e.g., permeability, clearance, half-life) or binary classification for categorical outcomes (e.g., BBB penetration, CYP inhibition). For this dataset (solubility_aqsoldb), we predict Y. (1) The drug is CC1OC(=O)c2cc(N)ccc21. The Y is -1.79 log mol/L. (2) The molecule is CCNC(=O)Nc1ncc([N+](=O)[O-])s1. The Y is -2.86 log mol/L. (3) The compound is Cc1ccc(C)nc1. The Y is -0.0300 log mol/L. (4) The drug is CC1OCCO1. The Y is 0.879 log mol/L. (5) The Y is -1.59 log mol/L. The compound is O=C(OCC(=O)N1CCC[C@H]1C(=O)O)c1ccccc1. (6) The Y is -2.21 log mol/L. The compound is Cc1cc(-c2ccc(N)c(C)c2)ccc1N. (7) The molecule is B12B3B4B1C234. The Y is -4.74 log mol/L. (8) The molecule is CCCCCCCCCCCC(=O)NCC(=O)[O-].CCCCCCCCCCCCCC(=O)NCC(=O)[O-].[K+].[K+]. The Y is -0.343 log mol/L. (9) The molecule is CCCCCCCCCCCCC(O)CCC. The Y is -6.77 log mol/L.